Dataset: Forward reaction prediction with 1.9M reactions from USPTO patents (1976-2016). Task: Predict the product of the given reaction. (1) Given the reactants [C:1]([O:5][C:6]([N:8]1[CH2:12][C@@H:11]([CH2:13][N:14]([CH:31]([CH3:33])[CH3:32])[C:15](=[O:30])[C:16]2[CH:21]=[CH:20][C:19]([O:22][CH3:23])=[C:18]([O:24][CH2:25][CH2:26][CH2:27][O:28][CH3:29])[CH:17]=2)[C@H:10]([NH2:34])[CH2:9]1)=[O:7])([CH3:4])([CH3:3])[CH3:2].[C:35]([O:39][C:40]([N:42]1[C:47]2[CH:48]=[C:49]([CH:52]=O)[CH:50]=[CH:51][C:46]=2[O:45][CH2:44][CH2:43]1)=[O:41])([CH3:38])([CH3:37])[CH3:36].C(O[BH-](OC(=O)C)OC(=O)C)(=O)C.[Na+], predict the reaction product. The product is: [C:35]([O:39][C:40]([N:42]1[C:47]2[CH:48]=[C:49]([CH2:52][NH:34][C@H:10]3[C@H:11]([CH2:13][N:14]([CH:31]([CH3:32])[CH3:33])[C:15](=[O:30])[C:16]4[CH:21]=[CH:20][C:19]([O:22][CH3:23])=[C:18]([O:24][CH2:25][CH2:26][CH2:27][O:28][CH3:29])[CH:17]=4)[CH2:12][N:8]([C:6]([O:5][C:1]([CH3:3])([CH3:4])[CH3:2])=[O:7])[CH2:9]3)[CH:50]=[CH:51][C:46]=2[O:45][CH2:44][CH2:43]1)=[O:41])([CH3:38])([CH3:37])[CH3:36]. (2) Given the reactants [Cl:1][C:2]1[CH:3]=[C:4]([CH:26]=[CH:27][C:28]=1[OH:29])[NH:5][C:6]1[C:15]2[C:10](=[CH:11][C:12]([O:24][CH3:25])=[CH:13][C:14]=2[O:16][CH:17]2[CH2:22][CH2:21][N:20]([CH3:23])[CH2:19][CH2:18]2)[N:9]=[CH:8][N:7]=1.[CH2:30](Cl)[C:31]1[CH:36]=[CH:35][CH:34]=[CH:33][CH:32]=1, predict the reaction product. The product is: [Cl:1][C:2]1[CH:3]=[C:4]([CH:26]=[CH:27][C:28]=1[O:29][CH2:30][C:31]1[CH:36]=[CH:35][CH:34]=[CH:33][CH:32]=1)[NH:5][C:6]1[C:15]2[C:10](=[CH:11][C:12]([O:24][CH3:25])=[CH:13][C:14]=2[O:16][CH:17]2[CH2:18][CH2:19][N:20]([CH3:23])[CH2:21][CH2:22]2)[N:9]=[CH:8][N:7]=1. (3) Given the reactants [CH:1]1([CH2:12][OH:13])[C:9]2[C:4](=[C:5]([CH2:10][OH:11])[CH:6]=[CH:7][CH:8]=2)[CH2:3][CH2:2]1.FC(F)(F)[C:16]([O-])=[O:17].[Tl+].C(O)(C(F)(F)F)=O.[Cl-].[Li+].[O-2].[Mg+2], predict the reaction product. The product is: [OH:13][CH2:12][CH:1]1[C:9]2[CH:8]=[CH:7][C:6]3[C:16](=[O:17])[O:11][CH2:10][C:5]=3[C:4]=2[CH2:3][CH2:2]1. (4) The product is: [CH2:1]([O:3][C:4]([N:6]1[C:15]2[C:10](=[N:11][C:12]([O:16][CH3:17])=[CH:13][CH:14]=2)[C@@H:9]([NH:18][C:19]2[N:20]=[C:21]([CH2:40][C:39]3[CH:42]=[CH:43][C:36]([F:35])=[CH:37][CH:38]=3)[C:22]([N:25]3[CH2:26][CH2:27][O:28][CH2:29][CH2:30]3)=[CH:23][N:24]=2)[CH2:8][C@H:7]1[CH2:31][CH3:32])=[O:5])[CH3:2]. Given the reactants [CH2:1]([O:3][C:4]([N:6]1[C:15]2[C:10](=[N:11][C:12]([O:16][CH3:17])=[CH:13][CH:14]=2)[C@@H:9]([NH:18][C:19]2[N:24]=[CH:23][C:22]([N:25]3[CH2:30][CH2:29][O:28][CH2:27][CH2:26]3)=[CH:21][N:20]=2)[CH2:8][C@H:7]1[CH2:31][CH3:32])=[O:5])[CH3:2].[H-].[Na+].[F:35][C:36]1[CH:43]=[CH:42][C:39]([CH2:40]Br)=[CH:38][CH:37]=1.O, predict the reaction product. (5) Given the reactants [N-:1]=[N+:2]=[N-:3].[Na+].[CH3:5][O:6][C:7]([C@H:9]1[CH2:13][C@H:12](Br)[CH2:11][N:10]1[C:15]([O:17][C:18]([CH3:21])([CH3:20])[CH3:19])=[O:16])=[O:8], predict the reaction product. The product is: [CH3:5][O:6][C:7]([C@H:9]1[CH2:13][C@@H:12]([N:1]=[N+:2]=[N-:3])[CH2:11][N:10]1[C:15]([O:17][C:18]([CH3:21])([CH3:20])[CH3:19])=[O:16])=[O:8]. (6) Given the reactants [CH2:1]([O:5][C:6]1[N:14]=[C:13]2[C:9]([N:10]=[C:11]([O:20]C)[N:12]2[CH2:15][CH2:16][CH2:17][CH2:18]Cl)=[C:8]([NH2:22])[N:7]=1)[CH2:2][CH2:3][CH3:4].CCN(C(C)C)C(C)C.[N:32]1([CH2:38][CH2:39][OH:40])[CH2:37][CH2:36][NH:35][CH2:34][CH2:33]1, predict the reaction product. The product is: [NH2:22][C:8]1[N:7]=[C:6]([O:5][CH2:1][CH2:2][CH2:3][CH3:4])[N:14]=[C:13]2[C:9]=1[NH:10][C:11](=[O:20])[N:12]2[CH2:15][CH2:16][CH2:17][CH2:18][N:35]1[CH2:36][CH2:37][N:32]([CH2:38][CH2:39][OH:40])[CH2:33][CH2:34]1. (7) Given the reactants [N+:1]([C:4]1[CH:9]=[CH:8][C:7]([OH:10])=[CH:6][CH:5]=1)([O-:3])=[O:2].C(N(CC)CC)C.[F:18][C:19]([F:32])([F:31])[S:20](O[S:20]([C:19]([F:32])([F:31])[F:18])(=[O:22])=[O:21])(=[O:22])=[O:21], predict the reaction product. The product is: [F:18][C:19]([F:32])([F:31])[S:20]([O:10][C:7]1[CH:8]=[CH:9][C:4]([N+:1]([O-:3])=[O:2])=[CH:5][CH:6]=1)(=[O:22])=[O:21].